Dataset: Forward reaction prediction with 1.9M reactions from USPTO patents (1976-2016). Task: Predict the product of the given reaction. (1) Given the reactants [CH3:1][C:2]1([CH3:16])[C:7](=[O:8])[NH:6][C:5]2[CH:9]=[C:10]([N+:13]([O-:15])=[O:14])[CH:11]=[CH:12][C:4]=2[O:3]1.[H-].[Na+].[CH3:19]I, predict the reaction product. The product is: [CH3:1][C:2]1([CH3:16])[C:7](=[O:8])[N:6]([CH3:19])[C:5]2[CH:9]=[C:10]([N+:13]([O-:15])=[O:14])[CH:11]=[CH:12][C:4]=2[O:3]1. (2) Given the reactants [CH3:1][O:2][C:3]([CH2:5][N:6]1[C:10](/[CH:11]=[C:12]2\[CH2:13][N:14]([C:19]([C:32]3[CH:37]=[CH:36][CH:35]=[CH:34][CH:33]=3)([C:26]3[CH:31]=[CH:30][CH:29]=[CH:28][CH:27]=3)[C:20]3[CH:25]=[CH:24][CH:23]=[CH:22][CH:21]=3)[CH2:15][CH2:16][C:17]\2=[O:18])=[N:9][N:8]=[N:7]1)=[O:4].[BH4-].[Na+], predict the reaction product. The product is: [CH3:1][O:2][C:3]([CH2:5][N:6]1[C:10](/[CH:11]=[C:12]2\[CH2:13][N:14]([C:19]([C:32]3[CH:33]=[CH:34][CH:35]=[CH:36][CH:37]=3)([C:26]3[CH:27]=[CH:28][CH:29]=[CH:30][CH:31]=3)[C:20]3[CH:21]=[CH:22][CH:23]=[CH:24][CH:25]=3)[CH2:15][CH2:16][CH:17]\2[OH:18])=[N:9][N:8]=[N:7]1)=[O:4]. (3) Given the reactants [C:1]([O-:4])(O)=[O:2].[Na+].Cl.Cl.[Cl:8][CH2:9][CH2:10][N:11]([CH2:19][CH2:20][Cl:21])[C:12]1[CH:17]=[CH:16][C:15]([NH2:18])=[CH:14][CH:13]=1, predict the reaction product. The product is: [Cl:8][CH2:9][CH2:10][N:11]([CH2:19][CH2:20][Cl:21])[C:12]1[CH:17]=[CH:16][C:15]([N:18]=[C:1]=[O:4])=[CH:14][CH:13]=1.[N-:11]=[C:19]=[O:2].